This data is from CYP3A4 inhibition data for predicting drug metabolism from PubChem BioAssay. The task is: Regression/Classification. Given a drug SMILES string, predict its absorption, distribution, metabolism, or excretion properties. Task type varies by dataset: regression for continuous measurements (e.g., permeability, clearance, half-life) or binary classification for categorical outcomes (e.g., BBB penetration, CYP inhibition). Dataset: cyp3a4_veith. (1) The drug is CC(=O)c1c(O)cc(=O)n(-c2ccccc2)c1-c1ccc(C)cc1. The result is 0 (non-inhibitor). (2) The molecule is CN(C)CC(O)COc1ccc(C(C)(C)c2ccc(OCC(O)CN(C)C)cc2)cc1.Cl. The result is 0 (non-inhibitor). (3) The molecule is O=C(NCc1cccnc1)C1COc2ccccc2O1. The result is 1 (inhibitor). (4) The compound is O=C(Cc1ccccc1)N/N=C\c1ccc(Br)o1. The result is 0 (non-inhibitor). (5) The drug is CSc1ccc2c(c1)N(CCCN(C)C)c1ccccc1S2. The result is 0 (non-inhibitor). (6) The compound is O=C1c2cccc3c(Nc4ccccc4Cl)c([N+](=O)[O-])cc(c23)C(=O)N1CCO. The result is 1 (inhibitor). (7) The molecule is CC(C)NC(=O)N1CC[C@@]2(CCCN(C(=O)c3cccc(F)c3)C2)C1. The result is 0 (non-inhibitor).